Dataset: Peptide-MHC class I binding affinity with 185,985 pairs from IEDB/IMGT. Task: Regression. Given a peptide amino acid sequence and an MHC pseudo amino acid sequence, predict their binding affinity value. This is MHC class I binding data. The peptide sequence is SIVCIVAAV. The MHC is HLA-A68:02 with pseudo-sequence HLA-A68:02. The binding affinity (normalized) is 1.00.